Predict which catalyst facilitates the given reaction. From a dataset of Catalyst prediction with 721,799 reactions and 888 catalyst types from USPTO. (1) Reactant: CN(C(ON1N=NC2C=CC=NC1=2)=[N+](C)C)C.F[P-](F)(F)(F)(F)F.[CH3:25][O:26][C@:27]1([C:36]2[CH:45]=[CH:44][C:43]3[C:38](=[CH:39][C:40]([CH:48]=[CH2:49])=[C:41]([O:46][CH3:47])[CH:42]=3)[CH:37]=2)[CH2:31][NH:30][C@H:29]([C:32]([O:34][CH3:35])=[O:33])[CH2:28]1.[CH2:50]([O:54][C:55]([NH:57][C@@H:58]([C:62]([CH3:65])([CH3:64])[CH3:63])[C:59](O)=[O:60])=[O:56])[CH2:51][CH:52]=[CH2:53].CCN(C(C)C)C(C)C. Product: [CH2:50]([O:54][C:55]([NH:57][C@@H:58]([C:62]([CH3:65])([CH3:64])[CH3:63])[C:59]([N:30]1[CH2:31][C@:27]([O:26][CH3:25])([C:36]2[CH:45]=[CH:44][C:43]3[C:38](=[CH:39][C:40]([CH:48]=[CH2:49])=[C:41]([O:46][CH3:47])[CH:42]=3)[CH:37]=2)[CH2:28][C@H:29]1[C:32]([O:34][CH3:35])=[O:33])=[O:60])=[O:56])[CH2:51][CH:52]=[CH2:53]. The catalyst class is: 2. (2) Reactant: C1C=CC2N(O)N=NC=2C=1.[C:11]([NH:14][C@@H:15]([CH2:19][C:20]1[CH:25]=[CH:24][CH:23]=[CH:22][CH:21]=1)[C:16](O)=[O:17])(=[O:13])[CH3:12].CCN=C=NCCCN(C)C.Cl.[NH2:38][C@@H:39]([CH2:48][C:49]1[CH:54]=[CH:53][C:52]([N:55]2[CH2:59][C:58](=[O:60])[N:57]([CH2:61][C:62]3[CH:67]=[CH:66][C:65]([O:68][CH3:69])=[CH:64][CH:63]=3)[S:56]2(=[O:71])=[O:70])=[CH:51][CH:50]=1)[C:40]([NH:42][CH2:43][CH2:44][CH2:45][CH2:46][CH3:47])=[O:41]. Product: [C:11]([NH:14][C@@H:15]([CH2:19][C:20]1[CH:21]=[CH:22][CH:23]=[CH:24][CH:25]=1)[C:16]([NH:38][C@H:39]([C:40](=[O:41])[NH:42][CH2:43][CH2:44][CH2:45][CH2:46][CH3:47])[CH2:48][C:49]1[CH:50]=[CH:51][C:52]([N:55]2[CH2:59][C:58](=[O:60])[N:57]([CH2:61][C:62]3[CH:67]=[CH:66][C:65]([O:68][CH3:69])=[CH:64][CH:63]=3)[S:56]2(=[O:70])=[O:71])=[CH:53][CH:54]=1)=[O:17])(=[O:13])[CH3:12]. The catalyst class is: 2. (3) Reactant: [OH-:1].[Na+].BrBr.[Cl:5][C:6]1[C:11]([Cl:12])=[C:10]([Cl:13])[CH:9]=[CH:8][C:7]=1[C:14](=[O:16])C.Cl. Product: [Cl:5][C:6]1[C:11]([Cl:12])=[C:10]([Cl:13])[CH:9]=[CH:8][C:7]=1[C:14]([OH:16])=[O:1]. The catalyst class is: 127. (4) Reactant: B(Br)(Br)Br.[CH2:5]([C:7]1[CH:12]=[CH:11][C:10]([CH:13]2[CH2:18][CH:17]([O:19]C)[CH2:16][N:15]([C:21]([N:23]3[CH2:28][CH2:27][O:26][CH2:25][CH2:24]3)=[O:22])[CH2:14]2)=[CH:9][CH:8]=1)[CH3:6].C(=O)(O)[O-].[Na+].O. Product: [CH2:5]([C:7]1[CH:12]=[CH:11][C:10]([CH:13]2[CH2:14][N:15]([C:21]([N:23]3[CH2:28][CH2:27][O:26][CH2:25][CH2:24]3)=[O:22])[CH2:16][CH:17]([OH:19])[CH2:18]2)=[CH:9][CH:8]=1)[CH3:6]. The catalyst class is: 4.